Dataset: Reaction yield outcomes from USPTO patents with 853,638 reactions. Task: Predict the reaction yield, written as a fraction of the theoretical maximum amount of product (1.0 means a 100% yield; for example, 0.34 means a 34% yield). (1) The reactants are [CH2:1](Br)[C:2]1[CH:7]=[CH:6][CH:5]=[CH:4][CH:3]=1.[NH:9]1[C:13]([C:14]2[CH:15]=[C:16]([C:20]3[CH:21]=[CH:22][C:23]4[O:27][C:26]([C:28]5[CH:33]=[CH:32][C:31]([F:34])=[CH:30][CH:29]=5)=[C:25]([C:35]([NH:37][CH3:38])=[O:36])[C:24]=4[CH:39]=3)[CH:17]=[CH:18][CH:19]=2)=[N:12][N:11]=[N:10]1.C([O-])([O-])=O.[Na+].[Na+]. The catalyst is CN(C=O)C. The product is [CH2:1]([N:10]1[N:11]=[N:12][C:13]([C:14]2[CH:15]=[C:16]([C:20]3[CH:21]=[CH:22][C:23]4[O:27][C:26]([C:28]5[CH:33]=[CH:32][C:31]([F:34])=[CH:30][CH:29]=5)=[C:25]([C:35]([NH:37][CH3:38])=[O:36])[C:24]=4[CH:39]=3)[CH:17]=[CH:18][CH:19]=2)=[N:9]1)[C:2]1[CH:7]=[CH:6][CH:5]=[CH:4][CH:3]=1. The yield is 0.190. (2) The reactants are [Br:1]Br.[N+:3]([C:6]1[CH:7]=[C:8]2[C:12](=[CH:13][CH:14]=1)[NH:11][CH2:10][CH2:9]2)([O-:5])=[O:4]. The catalyst is C(O)(=O)C. The product is [Br:1][C:13]1[CH:14]=[C:6]([N+:3]([O-:5])=[O:4])[CH:7]=[C:8]2[C:12]=1[NH:11][CH2:10][CH2:9]2. The yield is 0.910. (3) The reactants are [CH3:1][N:2]([CH:10]1[CH2:15][CH2:14][CH:13]([O:16][C:17]2[C:28]3[C:27]4[C@@H:26]([CH2:29][CH:30]=[O:31])[CH2:25][CH2:24][C:23]=4[S:22][C:21]=3[N:20]=[CH:19][N:18]=2)[CH2:12][CH2:11]1)[C:3](=[O:9])[O:4][C:5]([CH3:8])([CH3:7])[CH3:6].[CH3:32][Mg+].[Br-]. The catalyst is C1COCC1. The product is [OH:31][C@H:30]([CH3:32])[CH2:29][C@H:26]1[CH2:25][CH2:24][C:23]2[S:22][C:21]3[N:20]=[CH:19][N:18]=[C:17]([O:16][CH:13]4[CH2:14][CH2:15][CH:10]([N:2]([CH3:1])[C:3](=[O:9])[O:4][C:5]([CH3:8])([CH3:6])[CH3:7])[CH2:11][CH2:12]4)[C:28]=3[C:27]1=2.[OH:31][C@@H:30]([CH3:32])[CH2:29][C@H:26]1[CH2:25][CH2:24][C:23]2[S:22][C:21]3[N:20]=[CH:19][N:18]=[C:17]([O:16][CH:13]4[CH2:14][CH2:15][CH:10]([N:2]([CH3:1])[C:3](=[O:9])[O:4][C:5]([CH3:8])([CH3:6])[CH3:7])[CH2:11][CH2:12]4)[C:28]=3[C:27]1=2. The yield is 0.330. (4) The reactants are [OH:1][C:2]1[CH:7]=[C:6]([CH3:8])[C:5]([NH:9][CH:10]=[O:11])=[C:4]([CH3:12])[C:3]=1[CH3:13].[CH2:14](Cl)[CH:15]=[CH:16][C:17]1[CH:22]=[CH:21][CH:20]=[CH:19][CH:18]=1. The catalyst is C(OCC)(=O)C.CCCCCC. The product is [CH3:12][C:4]1[C:3]([CH3:13])=[C:2]([O:1][CH2:14]/[CH:15]=[CH:16]/[C:17]2[CH:22]=[CH:21][CH:20]=[CH:19][CH:18]=2)[CH:7]=[C:6]([CH3:8])[C:5]=1[NH:9][CH:10]=[O:11]. The yield is 0.440. (5) The reactants are Br[C:2]1[CH:3]=[C:4]([N:22]([CH:26]2[CH2:31][CH2:30][O:29][CH2:28][CH2:27]2)[C:23](=[O:25])[CH3:24])[C:5]([CH3:21])=[C:6]([CH:20]=1)[C:7]([NH:9][CH2:10][C:11]1[C:12](=[O:19])[NH:13][C:14]([CH3:18])=[CH:15][C:16]=1[CH3:17])=[O:8].[O:32]1[CH2:37][CH2:36][N:35]([CH2:38][C:39]2[CH:44]=[CH:43][C:42](B(O)O)=[CH:41][CH:40]=2)[CH2:34][CH2:33]1.C(=O)([O-])[O-].[Na+].[Na+]. The catalyst is O1CCOCC1.O.CO.C(Cl)Cl. The product is [CH3:17][C:16]1[CH:15]=[C:14]([CH3:18])[NH:13][C:12](=[O:19])[C:11]=1[CH2:10][NH:9][C:7]([C:6]1[CH:20]=[C:2]([C:42]2[CH:41]=[CH:40][C:39]([CH2:38][N:35]3[CH2:36][CH2:37][O:32][CH2:33][CH2:34]3)=[CH:44][CH:43]=2)[CH:3]=[C:4]([N:22]([CH:26]2[CH2:31][CH2:30][O:29][CH2:28][CH2:27]2)[C:23](=[O:25])[CH3:24])[C:5]=1[CH3:21])=[O:8]. The yield is 0.230. (6) The reactants are Br[C:2]1[N:7]=[C:6]([NH:8][CH2:9][CH:10]2[CH2:15][CH2:14][O:13][CH2:12][CH2:11]2)[CH:5]=[N:4][C:3]=1[Cl:16].C([O-])([O-])=O.[Na+].[Na+].[Cl:23][C:24]1[C:25](B(O)O)=[CH:26][C:27]([F:30])=[N:28][CH:29]=1.C(Cl)Cl. The catalyst is COCCOC.CCOC(C)=O.C1C=CC(P(C2C=CC=CC=2)[C-]2C=CC=C2)=CC=1.C1C=CC(P(C2C=CC=CC=2)[C-]2C=CC=C2)=CC=1.Cl[Pd]Cl.[Fe+2]. The product is [Cl:16][C:3]1[N:4]=[CH:5][C:6]([NH:8][CH2:9][CH:10]2[CH2:15][CH2:14][O:13][CH2:12][CH2:11]2)=[N:7][C:2]=1[C:25]1[C:24]([Cl:23])=[CH:29][N:28]=[C:27]([F:30])[CH:26]=1. The yield is 0.429. (7) The reactants are I[C:2]1[CH:12]=[CH:11][C:5]([C:6]([O:8][CH2:9][CH3:10])=[O:7])=[CH:4][CH:3]=1.C([Mg]Cl)(C)C.[CH3:18][C:19]1([CH3:26])[CH2:22][CH:21]([C:23](Cl)=[O:24])[CH2:20]1. The product is [CH3:18][C:19]1([CH3:26])[CH2:22][CH:21]([C:23]([C:2]2[CH:12]=[CH:11][C:5]([C:6]([O:8][CH2:9][CH3:10])=[O:7])=[CH:4][CH:3]=2)=[O:24])[CH2:20]1. The catalyst is O1CCCC1.Cl.[Cu](I)I. The yield is 0.740. (8) The reactants are [Cl:1][C:2]1[N:7]2[CH:8]=[CH:9][N:10]=[C:6]2[CH:5]=[CH:4][CH:3]=1.[Cl:11][C:12]([Cl:17])([Cl:16])[C:13](Cl)=[O:14]. The catalyst is CN(C)C1C=CN=CC=1.C(Cl)(Cl)Cl. The product is [Cl:1][C:2]1[N:7]2[C:8]([C:13](=[O:14])[C:12]([Cl:17])([Cl:16])[Cl:11])=[CH:9][N:10]=[C:6]2[CH:5]=[CH:4][CH:3]=1. The yield is 0.0830. (9) The reactants are [C:1]([N:4]1[CH2:9][CH2:8][N:7]([C:10]([O:12][C:13]([CH3:16])([CH3:15])[CH3:14])=[O:11])[CH2:6][CH2:5]1)(=[S:3])[NH2:2].Br[CH2:18][C:19]([C:21]1[CH:30]=[CH:29][C:28]2[C:23](=[CH:24][CH:25]=[CH:26][CH:27]=2)[N:22]=1)=O. The catalyst is C1COCC1. The product is [N:22]1[C:23]2[C:28](=[CH:27][CH:26]=[CH:25][CH:24]=2)[CH:29]=[CH:30][C:21]=1[C:19]1[N:2]=[C:1]([N:4]2[CH2:5][CH2:6][N:7]([C:10]([O:12][C:13]([CH3:16])([CH3:15])[CH3:14])=[O:11])[CH2:8][CH2:9]2)[S:3][CH:18]=1. The yield is 0.570. (10) The reactants are [CH2:1]([C:8]1[O:12][N:11]=[C:10]([C:13]([O:15]CC)=O)[N:9]=1)[C:2]1[CH:7]=[CH:6][CH:5]=[CH:4][CH:3]=1.Cl.[Cl:19][C:20]1[CH:21]=[C:22]2[C:26](=[CH:27][CH:28]=1)[NH:25][CH:24]=[C:23]2[CH2:29][CH2:30][NH2:31].CN(C(ON1N=NC2C=CC=NC1=2)=[N+](C)C)C.F[P-](F)(F)(F)(F)F.C(N(CC)C(C)C)(C)C. The catalyst is CO.[OH-].[Na+].O.CN(C=O)C. The product is [CH2:1]([C:8]1[O:12][N:11]=[C:10]([C:13]([NH:31][CH2:30][CH2:29][C:23]2[C:22]3[C:26](=[CH:27][CH:28]=[C:20]([Cl:19])[CH:21]=3)[NH:25][CH:24]=2)=[O:15])[N:9]=1)[C:2]1[CH:3]=[CH:4][CH:5]=[CH:6][CH:7]=1. The yield is 0.440.